This data is from Full USPTO retrosynthesis dataset with 1.9M reactions from patents (1976-2016). The task is: Predict the reactants needed to synthesize the given product. (1) The reactants are: Br[CH2:2][C:3]([C:5]1[CH:10]=[CH:9][CH:8]=[C:7]([C:11]([F:14])([F:13])[F:12])[CH:6]=1)=O.[NH2:15][C:16](=[S:22])[C:17]([O:19][CH2:20][CH3:21])=[O:18]. Given the product [F:12][C:11]([F:14])([F:13])[C:7]1[CH:6]=[C:5]([C:3]2[N:15]=[C:16]([C:17]([O:19][CH2:20][CH3:21])=[O:18])[S:22][CH:2]=2)[CH:10]=[CH:9][CH:8]=1, predict the reactants needed to synthesize it. (2) Given the product [F:1][C:2]1[CH:7]=[CH:6][CH:5]=[CH:4][C:3]=1[C:8]1([C:9]#[N:10])[CH2:22][CH2:21][N:20]([CH3:25])[CH2:16][CH2:17]1, predict the reactants needed to synthesize it. The reactants are: [F:1][C:2]1[CH:7]=[CH:6][CH:5]=[CH:4][C:3]=1[CH2:8][C:9]#[N:10].S([O-])([O-])(=O)=O.[CH2:16]([N+:20](CCCC)([CH2:25]CCC)[CH2:21][CH2:22]CC)[CH2:17]CC.[CH2:16]([N+:20](CCCC)([CH2:25]CCC)[CH2:21][CH2:22]CC)[CH2:17]CC.C1(C)C=CC=CC=1.[OH-].[Na+]. (3) Given the product [Cl:8][C:6]1[N:5]=[C:4]([C:9]2[CH:14]=[CH:13][CH:12]=[CH:11][CH:10]=2)[N:3]=[C:2]([NH:15][C:16]2[CH:21]=[CH:20][CH:19]=[CH:18][CH:17]=2)[N:7]=1, predict the reactants needed to synthesize it. The reactants are: Cl[C:2]1[N:7]=[C:6]([Cl:8])[N:5]=[C:4]([C:9]2[CH:14]=[CH:13][CH:12]=[CH:11][CH:10]=2)[N:3]=1.[NH2:15][C:16]1[CH:21]=[CH:20][CH:19]=[CH:18][CH:17]=1.C([O-])(O)=O.[Na+]. (4) The reactants are: [C:1]([OH:10])(=O)[C:2]1[C:3](=[CH:5][CH:6]=[CH:7][CH:8]=1)[NH2:4].CCN=C=NCCCN(C)C.C1C=CC2N(O)N=NC=2C=1.CCN(C(C)C)C(C)C.[CH3:41][C:42]([NH2:46])([C:44]#[CH:45])[CH3:43]. Given the product [NH2:4][C:3]1[CH:5]=[CH:6][CH:7]=[CH:8][C:2]=1[C:1]([NH:46][C:42]([CH3:43])([C:44]#[CH:45])[CH3:41])=[O:10], predict the reactants needed to synthesize it. (5) Given the product [CH3:40][C:41]([CH3:62])([CH3:61])[C@H:42]([N:46]1[CH2:50][C:49](=[O:51])[N:48]([CH2:52][C:53]2[CH:58]=[CH:57][CH:56]=[C:55]([CH3:59])[N:54]=2)[C:47]1=[O:60])[C:43]([NH:1][C@@H:2]([CH2:33][C:34]1[CH:35]=[CH:36][CH:37]=[CH:38][CH:39]=1)[C@@H:3]([OH:32])[CH2:4][C@@H:5]([NH:19][C:20]([C@@H:22]([NH:27][C:28](=[O:31])[O:29][CH3:30])[C:23]([CH3:26])([CH3:25])[CH3:24])=[O:21])[CH2:6][C:7]1[CH:12]=[CH:11][C:10]([C:13]2[CH:18]=[CH:17][CH:16]=[CH:15][N:14]=2)=[CH:9][CH:8]=1)=[O:44], predict the reactants needed to synthesize it. The reactants are: [NH2:1][C@@H:2]([CH2:33][C:34]1[CH:39]=[CH:38][CH:37]=[CH:36][CH:35]=1)[C@@H:3]([OH:32])[CH2:4][C@@H:5]([NH:19][C:20]([C@@H:22]([NH:27][C:28](=[O:31])[O:29][CH3:30])[C:23]([CH3:26])([CH3:25])[CH3:24])=[O:21])[CH2:6][C:7]1[CH:12]=[CH:11][C:10]([C:13]2[CH:18]=[CH:17][CH:16]=[CH:15][N:14]=2)=[CH:9][CH:8]=1.[CH3:40][C:41]([CH3:62])([CH3:61])[C@H:42]([N:46]1[CH2:50][C:49](=[O:51])[N:48]([CH2:52][C:53]2[CH:58]=[CH:57][CH:56]=[C:55]([CH3:59])[N:54]=2)[C:47]1=[O:60])[C:43](O)=[O:44].CCOP(ON1N=NC2C=CC=CC=2C1=O)(OCC)=O.C(N(CC)C(C)C)(C)C. (6) Given the product [Cl-:45].[Cl-:45].[N:14]1[CH:13]=[CH:19][CH:20]=[CH:21][C:22]=1[C:32]([C:33]1[C:34]2[C:38](=[CH:39][CH:24]=[CH:25][CH:26]=2)[CH:37]([Cr+2:48])[CH:36]=1)([CH3:41])[CH3:31], predict the reactants needed to synthesize it. The reactants are: C1C2C(=CC=CC=2)C(CC([C:13]2C=CC=C[N:14]=2)C)=C1.[CH2:19]([Li])[CH2:20][CH2:21][CH3:22].[CH3:24][CH2:25][CH2:26]CCC.O1[CH2:34][CH2:33][CH2:32][CH2:31]1.O1[CH2:39][CH2:38][CH2:37][CH2:36]1.O1CCC[CH2:41]1.[Cl-:45].[Cl-].[Cl-].[Cr+3:48].